This data is from Catalyst prediction with 721,799 reactions and 888 catalyst types from USPTO. The task is: Predict which catalyst facilitates the given reaction. Reactant: [NH2:1][C:2]1[C:3]([Cl:8])=[N:4][CH:5]=[CH:6][CH:7]=1.[F:9][B-:10]([F:13])([F:12])[F:11].[H+].[N:15](OCCC(C)C)=O. Product: [F:9][B-:10]([F:13])([F:12])[F:11].[Cl:8][C:3]1[C:2]([N+:1]#[N:15])=[CH:7][CH:6]=[CH:5][N:4]=1. The catalyst class is: 8.